Task: Regression. Given two drug SMILES strings and cell line genomic features, predict the synergy score measuring deviation from expected non-interaction effect.. Dataset: NCI-60 drug combinations with 297,098 pairs across 59 cell lines (1) Drug 1: CC1=C(C=C(C=C1)NC(=O)C2=CC=C(C=C2)CN3CCN(CC3)C)NC4=NC=CC(=N4)C5=CN=CC=C5. Cell line: NCI-H522. Synergy scores: CSS=50.0, Synergy_ZIP=2.56, Synergy_Bliss=0.782, Synergy_Loewe=-40.5, Synergy_HSA=-1.32. Drug 2: CC1C(C(CC(O1)OC2CC(OC(C2O)C)OC3=CC4=CC5=C(C(=O)C(C(C5)C(C(=O)C(C(C)O)O)OC)OC6CC(C(C(O6)C)O)OC7CC(C(C(O7)C)O)OC8CC(C(C(O8)C)O)(C)O)C(=C4C(=C3C)O)O)O)O. (2) Drug 1: C1CC(=O)NC(=O)C1N2CC3=C(C2=O)C=CC=C3N. Drug 2: CC(C1=C(C=CC(=C1Cl)F)Cl)OC2=C(N=CC(=C2)C3=CN(N=C3)C4CCNCC4)N. Cell line: MOLT-4. Synergy scores: CSS=6.66, Synergy_ZIP=2.69, Synergy_Bliss=1.08, Synergy_Loewe=-63.5, Synergy_HSA=-1.81. (3) Drug 1: CC1C(C(CC(O1)OC2CC(CC3=C2C(=C4C(=C3O)C(=O)C5=C(C4=O)C(=CC=C5)OC)O)(C(=O)CO)O)N)O.Cl. Drug 2: CC(C)(C#N)C1=CC(=CC(=C1)CN2C=NC=N2)C(C)(C)C#N. Cell line: KM12. Synergy scores: CSS=15.0, Synergy_ZIP=-3.76, Synergy_Bliss=-3.72, Synergy_Loewe=-3.32, Synergy_HSA=-1.20. (4) Drug 1: CC1CCCC2(C(O2)CC(NC(=O)CC(C(C(=O)C(C1O)C)(C)C)O)C(=CC3=CSC(=N3)C)C)C. Drug 2: N.N.Cl[Pt+2]Cl. Cell line: SW-620. Synergy scores: CSS=57.9, Synergy_ZIP=-7.62, Synergy_Bliss=-9.09, Synergy_Loewe=-13.6, Synergy_HSA=-4.82. (5) Drug 1: C1CCC(CC1)NC(=O)N(CCCl)N=O. Drug 2: CN1C(=O)N2C=NC(=C2N=N1)C(=O)N. Cell line: OVCAR-4. Synergy scores: CSS=1.49, Synergy_ZIP=0.461, Synergy_Bliss=1.92, Synergy_Loewe=-4.09, Synergy_HSA=-1.74. (6) Drug 1: C1CC(=O)NC(=O)C1N2C(=O)C3=CC=CC=C3C2=O. Drug 2: C1C(C(OC1N2C=NC(=NC2=O)N)CO)O. Cell line: HCC-2998. Synergy scores: CSS=16.1, Synergy_ZIP=-10.4, Synergy_Bliss=-9.81, Synergy_Loewe=-26.2, Synergy_HSA=-8.54.